From a dataset of Reaction yield outcomes from USPTO patents with 853,638 reactions. Predict the reaction yield, written as a fraction of the theoretical maximum amount of product (1.0 means a 100% yield; for example, 0.34 means a 34% yield). (1) The reactants are [NH2:1][C:2]1[CH:6]=[CH:5][O:4][N:3]=1.[Br:7][C:8]1[CH:13]=[C:12]([C:14]([F:17])([F:16])[F:15])[CH:11]=[CH:10][C:9]=1[N:18]1[C:27]2[C:22](=[CH:23][C:24]([S:28](Cl)(=[O:30])=[O:29])=[CH:25][CH:26]=2)[CH:21]=[CH:20][C:19]1=[O:32].[Li+].C[Si]([N-][Si](C)(C)C)(C)C. The catalyst is C1COCC1. The product is [Br:7][C:8]1[CH:13]=[C:12]([C:14]([F:17])([F:16])[F:15])[CH:11]=[CH:10][C:9]=1[N:18]1[C:27]2[C:22](=[CH:23][C:24]([S:28]([NH:1][C:2]3[CH:6]=[CH:5][O:4][N:3]=3)(=[O:30])=[O:29])=[CH:25][CH:26]=2)[CH:21]=[CH:20][C:19]1=[O:32]. The yield is 0.331. (2) The reactants are [NH:1]1[C:10]2[C:5](=[CH:6][CH:7]=[CH:8][CH:9]=2)[CH2:4][CH2:3][CH2:2]1.[N+:11]([O-])([O-:13])=[O:12].[K+].C([O-])(O)=O.[Na+]. The catalyst is OS(O)(=O)=O. The product is [N+:11]([C:8]1[CH:9]=[C:10]2[C:5]([CH2:4][CH2:3][CH2:2][NH:1]2)=[CH:6][CH:7]=1)([O-:13])=[O:12]. The yield is 0.250. (3) The reactants are [F:1][C:2]([F:11])([F:10])[CH2:3][CH2:4][CH:5]([C:8]#[N:9])[C:6]#[N:7].[H-].[Na+].[C:14]([C:17]1[CH:24]=[CH:23][C:20]([CH2:21]Br)=[CH:19][CH:18]=1)(=[O:16])[CH3:15]. The catalyst is CN(C)C=O. The product is [C:14]([C:17]1[CH:24]=[CH:23][C:20]([CH2:21][C:5]([CH2:4][CH2:3][C:2]([F:10])([F:11])[F:1])([C:8]#[N:9])[C:6]#[N:7])=[CH:19][CH:18]=1)(=[O:16])[CH3:15]. The yield is 0.780.